This data is from Forward reaction prediction with 1.9M reactions from USPTO patents (1976-2016). The task is: Predict the product of the given reaction. (1) Given the reactants [F:1][C:2]1[CH:7]=[C:6]([O:8][CH3:9])[CH:5]=[CH:4][C:3]=1[N:10]1[CH:19]([CH3:20])[C:18]2[C:13](=[N:14][C:15]([NH:21][C:22]3[CH:27]=[CH:26][CH:25]=[CH:24][CH:23]=3)=[N:16][CH:17]=2)[N:12]([C:28]2[CH:29]=[C:30]([CH:33]=[CH:34][CH:35]=2)[C:31]#[N:32])[C:11]1=[O:36].[OH-:37].[Na+].OO.O, predict the reaction product. The product is: [F:1][C:2]1[CH:7]=[C:6]([O:8][CH3:9])[CH:5]=[CH:4][C:3]=1[N:10]1[CH:19]([CH3:20])[C:18]2[C:13](=[N:14][C:15]([NH:21][C:22]3[CH:23]=[CH:24][CH:25]=[CH:26][CH:27]=3)=[N:16][CH:17]=2)[N:12]([C:28]2[CH:29]=[C:30]([CH:33]=[CH:34][CH:35]=2)[C:31]([NH2:32])=[O:37])[C:11]1=[O:36]. (2) Given the reactants [N+:1]([C:4]1[CH:5]=[N:6][C:7]([NH2:10])=[N:8][CH:9]=1)([O-:3])=[O:2].Cl[C:12]1[N:17]=[C:16]([CH3:18])[N:15]=[C:14]([N:19]2[CH2:24][CH2:23][N:22]([CH2:25][CH2:26][OH:27])[CH2:21][CH2:20]2)[CH:13]=1.CC1(C)C2C(=C(P(C3C=CC=CC=3)C3C=CC=CC=3)C=CC=2)OC2C(P(C3C=CC=CC=3)C3C=CC=CC=3)=CC=CC1=2.CC(C)([O-])C.[K+], predict the reaction product. The product is: [CH3:18][C:16]1[N:15]=[C:14]([N:19]2[CH2:24][CH2:23][N:22]([CH2:25][CH2:26][OH:27])[CH2:21][CH2:20]2)[CH:13]=[C:12]([NH:10][C:7]2[N:8]=[CH:9][C:4]([N+:1]([O-:3])=[O:2])=[CH:5][N:6]=2)[N:17]=1. (3) The product is: [CH2:1]([O:3][C:4](=[O:13])[C:5]1[CH:10]=[CH:9][C:8]([NH2:11])=[N:7][C:6]=1[NH2:12])[CH3:2]. Given the reactants [CH2:1]([O:3][C:4](=[O:13])[C:5]1[CH2:10][CH2:9][C:8]([NH2:11])=[N:7][C:6]=1[NH2:12])[CH3:2].ClC1C(=O)C(C#N)=C(C#N)C(=O)C=1Cl, predict the reaction product. (4) Given the reactants Cl.[F:2][C:3]1([F:12])[CH2:7][NH:6][C@H:5]([C:8](=[O:11])[NH:9][CH3:10])[CH2:4]1.[Br:13][C:14]1[CH:19]=[C:18]([F:20])[CH:17]=[CH:16][C:15]=1[C@H:21]1[C:26]([C:27]([O:29][CH2:30][CH3:31])=[O:28])=[C:25]([CH2:32]Br)[NH:24][C:23]([C:34]2[S:35][CH:36]=[CH:37][N:38]=2)=[N:22]1.C(=O)([O-])[O-].[K+].[K+], predict the reaction product. The product is: [CH2:30]([O:29][C:27]([C:26]1[C@H:21]([C:15]2[CH:16]=[CH:17][C:18]([F:20])=[CH:19][C:14]=2[Br:13])[N:22]=[C:23]([C:34]2[S:35][CH:36]=[CH:37][N:38]=2)[NH:24][C:25]=1[CH2:32][N:6]1[CH2:7][C:3]([F:2])([F:12])[CH2:4][C@H:5]1[C:8](=[O:11])[NH:9][CH3:10])=[O:28])[CH3:31]. (5) Given the reactants [F:1][C:2]1[CH:7]=[CH:6][C:5]([CH2:8][C:9]([NH:11][NH:12][C:13]([C:15]2[N:16]=[C:17]3[CH:33]=[CH:32][C:31]([CH2:34][N:35]4[CH2:40][CH2:39][O:38][CH2:37][CH2:36]4)=[CH:30][N:18]3[C:19](=[O:29])[C:20]=2[O:21][CH2:22][C:23]2[CH:28]=[CH:27][CH:26]=[CH:25][CH:24]=2)=[O:14])=O)=[CH:4][CH:3]=1.C(Cl)(Cl)(Cl)Cl.C(N(CC)CC)C.C1(P(C2C=CC=CC=2)C2C=CC=CC=2)C=CC=CC=1, predict the reaction product. The product is: [CH2:22]([O:21][C:20]1[C:19](=[O:29])[N:18]2[CH:30]=[C:31]([CH2:34][N:35]3[CH2:40][CH2:39][O:38][CH2:37][CH2:36]3)[CH:32]=[CH:33][C:17]2=[N:16][C:15]=1[C:13]1[O:14][C:9]([CH2:8][C:5]2[CH:4]=[CH:3][C:2]([F:1])=[CH:7][CH:6]=2)=[N:11][N:12]=1)[C:23]1[CH:28]=[CH:27][CH:26]=[CH:25][CH:24]=1.